Dataset: Reaction yield outcomes from USPTO patents with 853,638 reactions. Task: Predict the reaction yield, written as a fraction of the theoretical maximum amount of product (1.0 means a 100% yield; for example, 0.34 means a 34% yield). (1) The reactants are C[Si](C)(C)CCOC[N:7]1[C:11]2[CH:12]=[CH:13][CH:14]=[CH:15][C:10]=2[N:9]=[C:8]1[C:16]1[O:17][C:18]2[CH:24]=[C:23]([C:25]3[CH:26]=[C:27]([OH:31])[CH:28]=[N:29][CH:30]=3)[CH:22]=[CH:21][C:19]=2[N:20]=1.FC(F)(F)C(O)=O. The catalyst is ClCCl. The product is [NH:7]1[C:11]2[CH:12]=[CH:13][CH:14]=[CH:15][C:10]=2[N:9]=[C:8]1[C:16]1[O:17][C:18]2[CH:24]=[C:23]([C:25]3[CH:26]=[C:27]([OH:31])[CH:28]=[N:29][CH:30]=3)[CH:22]=[CH:21][C:19]=2[N:20]=1. The yield is 0.490. (2) The reactants are [H-].[Na+].C(O[CH:6]([O:10][CH2:11][CH3:12])[C:7]([NH2:9])=[O:8])C.[Br:13][C:14]1[C:18]([CH2:19]Br)=[CH:17][S:16][CH:15]=1.[I-].[Na+].C1[CH2:27][O:26][CH2:25]C1. No catalyst specified. The product is [Br:13][C:14]1[C:18]([CH2:19][NH:9][C:7](=[O:8])[CH:6]([O:10][CH2:11][CH3:12])[CH2:25][O:26][CH3:27])=[CH:17][S:16][CH:15]=1. The yield is 0.350. (3) The reactants are N1CCCC(NC(=O)OC(C)(C)C)C1.[O:15]=[C:16]1[C:24]2[C:23]([NH:25][C:26]3[CH:27]=[C:28]([CH3:32])[CH:29]=[CH:30][CH:31]=3)=[N:22][C:21]([N:33]3[CH2:38][CH2:37][CH2:36][CH:35]([NH:39]C(=O)OC(C)(C)C)[CH2:34]3)=[N:20][C:19]=2[CH2:18][NH:17]1.Cl.O1CCOCC1.[OH-].[Na+]. No catalyst specified. The product is [NH2:39][CH:35]1[CH2:36][CH2:37][CH2:38][N:33]([C:21]2[N:22]=[C:23]([NH:25][C:26]3[CH:27]=[C:28]([CH3:32])[CH:29]=[CH:30][CH:31]=3)[C:24]3[C:16](=[O:15])[NH:17][CH2:18][C:19]=3[N:20]=2)[CH2:34]1. The yield is 0.648. (4) The yield is 0.690. The reactants are [C:1]([O:5][C:6]([NH:8][C@@H:9]1[C@H:14]([NH:15][C:16]2[N:21]=[C:20](Cl)[C:19]3[C:23](=[O:33])[N:24]([C:26]([O:28][C:29]([CH3:32])([CH3:31])[CH3:30])=[O:27])[CH2:25][C:18]=3[C:17]=2[F:34])[CH2:13][CH2:12][O:11][CH2:10]1)=[O:7])([CH3:4])([CH3:3])[CH3:2].C([Sn](CCCC)(CCCC)[C:40]1[S:44][N:43]=[C:42]([CH:45]=[CH2:46])[CH:41]=1)CCC.O. The catalyst is C1(C)C=CC=CC=1.C1C=CC([P]([Pd]([P](C2C=CC=CC=2)(C2C=CC=CC=2)C2C=CC=CC=2)([P](C2C=CC=CC=2)(C2C=CC=CC=2)C2C=CC=CC=2)[P](C2C=CC=CC=2)(C2C=CC=CC=2)C2C=CC=CC=2)(C2C=CC=CC=2)C2C=CC=CC=2)=CC=1. The product is [C:1]([O:5][C:6]([NH:8][C@@H:9]1[C@H:14]([NH:15][C:16]2[N:21]=[C:20]([C:40]3[S:44][N:43]=[C:42]([CH:45]=[CH2:46])[CH:41]=3)[C:19]3[C:23](=[O:33])[N:24]([C:26]([O:28][C:29]([CH3:32])([CH3:31])[CH3:30])=[O:27])[CH2:25][C:18]=3[C:17]=2[F:34])[CH2:13][CH2:12][O:11][CH2:10]1)=[O:7])([CH3:4])([CH3:3])[CH3:2].